Dataset: Full USPTO retrosynthesis dataset with 1.9M reactions from patents (1976-2016). Task: Predict the reactants needed to synthesize the given product. (1) Given the product [ClH:34].[Cl:34][C:35]1[CH:36]=[N+:37]([O-:60])[CH:38]=[C:39]([Cl:59])[C:40]=1[CH2:41][C@@H:42]([C:44]1[CH:49]=[CH:48][C:47]([O:50][CH:51]([F:53])[F:52])=[C:46]([O:54][CH2:55][CH:56]2[CH2:58][CH2:57]2)[CH:45]=1)[O:32][C:31](=[O:33])[CH2:30][N:26]1[C:27]2[C:23](=[CH:22][C:21]([N:16]([CH2:15][CH2:14][N:11]3[CH2:12][CH2:13][O:8][CH2:9][CH2:10]3)[S:17]([CH3:20])(=[O:19])=[O:18])=[CH:29][CH:28]=2)[CH:24]=[CH:25]1, predict the reactants needed to synthesize it. The reactants are: FC(F)(F)C(O)=O.[O:8]1[CH2:13][CH2:12][N:11]([CH2:14][CH2:15][N:16]([C:21]2[CH:22]=[C:23]3[C:27](=[CH:28][CH:29]=2)[N:26]([CH2:30][C:31]([OH:33])=[O:32])[CH:25]=[CH:24]3)[S:17]([CH3:20])(=[O:19])=[O:18])[CH2:10][CH2:9]1.[Cl:34][C:35]1[CH:36]=[N+:37]([O-:60])[CH:38]=[C:39]([Cl:59])[C:40]=1[CH2:41][C@@H:42]([C:44]1[CH:49]=[CH:48][C:47]([O:50][CH:51]([F:53])[F:52])=[C:46]([O:54][CH2:55][CH:56]2[CH2:58][CH2:57]2)[CH:45]=1)O.C(Cl)CCl. (2) The reactants are: [F:1][C:2]1[CH:18]=[CH:17][CH:16]=[CH:15][C:3]=1[CH2:4][C:5]1[C:9]([C:10]([O:12]CC)=[O:11])=[CH:8][NH:7][N:6]=1.[OH-].[Li+].C1COCC1. Given the product [F:1][C:2]1[CH:18]=[CH:17][CH:16]=[CH:15][C:3]=1[CH2:4][C:5]1[C:9]([C:10]([OH:12])=[O:11])=[CH:8][NH:7][N:6]=1, predict the reactants needed to synthesize it. (3) The reactants are: [OH-:1].[Na+].BrBr.[C:5]([C:8]1[CH:9]=[CH:10][C:11]([O:16][CH2:17][CH2:18][CH3:19])=[C:12]([CH:15]=1)[C:13]#[N:14])(=[O:7])C.Cl. Given the product [C:13]([C:12]1[CH:15]=[C:8]([CH:9]=[CH:10][C:11]=1[O:16][CH2:17][CH2:18][CH3:19])[C:5]([OH:7])=[O:1])#[N:14], predict the reactants needed to synthesize it. (4) Given the product [Cl:12][C:10]1[CH:11]=[C:6]([C:4]([OH:5])=[O:3])[C:7]2[C:15]([I:16])=[N:14][N:13]([CH:17]3[CH2:22][CH2:21][CH2:20][CH2:19][O:18]3)[C:8]=2[N:9]=1, predict the reactants needed to synthesize it. The reactants are: C([O:3][C:4]([C:6]1[C:7]2[C:15]([I:16])=[N:14][N:13]([CH:17]3[CH2:22][CH2:21][CH2:20][CH2:19][O:18]3)[C:8]=2[N:9]=[C:10]([Cl:12])[CH:11]=1)=[O:5])C.[OH-].[Na+].Cl.O. (5) Given the product [O:8]1[C:12]2[CH:13]=[CH:14][C:15]([C:17]#[C:18][CH:19]([N:37]([OH:38])[CH:1]=[O:3])[CH2:20][S:21]([N:24]3[CH2:25][CH2:26][N:27]([C:30]4[CH:31]=[CH:32][C:33]([F:36])=[CH:34][CH:35]=4)[CH2:28][CH2:29]3)(=[O:23])=[O:22])=[CH:16][C:11]=2[O:10][CH2:9]1, predict the reactants needed to synthesize it. The reactants are: [C:1](OC(=O)C)(=[O:3])C.[O:8]1[C:12]2[CH:13]=[CH:14][C:15]([C:17]#[C:18][CH:19]([NH:37][OH:38])[CH2:20][S:21]([N:24]3[CH2:29][CH2:28][N:27]([C:30]4[CH:35]=[CH:34][C:33]([F:36])=[CH:32][CH:31]=4)[CH2:26][CH2:25]3)(=[O:23])=[O:22])=[CH:16][C:11]=2[O:10][CH2:9]1. (6) Given the product [Cl:57][C:20]1[CH:21]=[C:22]([N+:24]([O-:52])=[O:58])[CH:23]=[C:18]([Cl:17])[C:19]=1[C:33]([CH3:35])([CH3:34])[C:36]#[N:40], predict the reactants needed to synthesize it. The reactants are: BrCCCCCCCCCCCCCCC.[Cl:17][C:18]1[CH:23]=[C:22]([N:24]2C(=O)NC(=O)C=N2)[CH:21]=[C:20](Cl)[C:19]=1[C:33]([C:36]1SC(CC(O)=O)=C(C2C=CC=CC=2)[N:40]=1)([CH3:35])[CH3:34].C([O-])(O)=[O:52].[Na+].[Na+].[Cl-:57].[OH2:58]. (7) Given the product [Cl:1][C:2]1[CH:18]=[CH:17][CH:16]=[C:15]([Cl:19])[C:3]=1[C:4]([Cl:22])=[N:6][C:7]1[C:12]([F:13])=[CH:11][N:10]=[CH:9][C:8]=1[F:14], predict the reactants needed to synthesize it. The reactants are: [Cl:1][C:2]1[CH:18]=[CH:17][CH:16]=[C:15]([Cl:19])[C:3]=1[C:4]([NH:6][C:7]1[C:12]([F:13])=[CH:11][N:10]=[CH:9][C:8]=1[F:14])=O.S(Cl)([Cl:22])=O. (8) Given the product [CH2:4]([N:11]1[CH2:12][CH:13]=[C:14]([C:17]([F:20])([F:18])[F:19])[CH2:15][CH2:16]1)[C:5]1[CH:6]=[CH:7][CH:8]=[CH:9][CH:10]=1, predict the reactants needed to synthesize it. The reactants are: [BH4-].[Na+].[Cl-].[CH2:4]([N+:11]1[CH:16]=[CH:15][C:14]([C:17]([F:20])([F:19])[F:18])=[CH:13][CH:12]=1)[C:5]1[CH:10]=[CH:9][CH:8]=[CH:7][CH:6]=1.